Dataset: Forward reaction prediction with 1.9M reactions from USPTO patents (1976-2016). Task: Predict the product of the given reaction. (1) Given the reactants [OH-].[Na+].Cl.[C:4]12([C:11]([C:13]3[CH:18]=[CH:17][CH:16]=[CH:15][CH:14]=3)=[O:12])[NH:10][CH:7]([CH2:8][CH2:9]1)[CH2:6][CH2:5]2.S(OC)(O[CH3:23])(=O)=O, predict the reaction product. The product is: [CH3:23][N:10]1[CH:7]2[CH2:8][CH2:9][C:4]1([C:11]([C:13]1[CH:14]=[CH:15][CH:16]=[CH:17][CH:18]=1)=[O:12])[CH2:5][CH2:6]2. (2) Given the reactants [CH2:1]([O:3][C:4]([C:6]1([NH:11][C:12]([CH:14]2[CH2:18][CH:17]([O:19][C:20]3[C:29]4[C:24](=[CH:25][C:26]([O:30][CH3:31])=[CH:27][CH:28]=4)[N:23]=[C:22]([C:32]4[S:33][CH:34]=[C:35]([CH:37]([CH3:39])[CH3:38])[N:36]=4)[CH:21]=3)[CH2:16][CH:15]2[C:40](=[O:49])[N:41]([CH2:43][CH2:44][CH2:45][CH2:46][CH:47]=C)[CH3:42])=[O:13])[CH2:8][CH:7]1[CH:9]=C)=[O:5])[CH3:2], predict the reaction product. The product is: [CH2:1]([O:3][C:4]([C:6]12[CH2:8][CH:7]1[CH:9]=[CH:47][CH2:46][CH2:45][CH2:44][CH2:43][N:41]([CH3:42])[C:40](=[O:49])[CH:15]1[CH:14]([CH2:18][CH:17]([O:19][C:20]3[C:29]4[C:24](=[CH:25][C:26]([O:30][CH3:31])=[CH:27][CH:28]=4)[N:23]=[C:22]([C:32]4[S:33][CH:34]=[C:35]([CH:37]([CH3:39])[CH3:38])[N:36]=4)[CH:21]=3)[CH2:16]1)[C:12](=[O:13])[NH:11]2)=[O:5])[CH3:2]. (3) Given the reactants [NH:1]1[C:9]2[C:4](=[CH:5][CH:6]=[CH:7][CH:8]=2)[C:3]([CH2:10][CH2:11][NH:12][C:13](=[O:18])[C:14]([F:17])([F:16])[F:15])=[CH:2]1.[C:19](O[C:19]([O:21][C:22]([CH3:25])([CH3:24])[CH3:23])=[O:20])([O:21][C:22]([CH3:25])([CH3:24])[CH3:23])=[O:20], predict the reaction product. The product is: [F:16][C:14]([F:15])([F:17])[C:13]([NH:12][CH2:11][CH2:10][C:3]1[C:4]2[C:9](=[CH:8][CH:7]=[CH:6][CH:5]=2)[N:1]([C:19]([O:21][C:22]([CH3:25])([CH3:24])[CH3:23])=[O:20])[CH:2]=1)=[O:18].